Dataset: Catalyst prediction with 721,799 reactions and 888 catalyst types from USPTO. Task: Predict which catalyst facilitates the given reaction. (1) Reactant: [NH2:1][C:2]1[CH:3]=[C:4]([OH:8])[CH:5]=[CH:6][CH:7]=1.[C:9](Cl)(=[O:13])[CH:10]([CH3:12])[CH3:11]. Product: [OH:8][C:4]1[CH:3]=[C:2]([NH:1][C:9](=[O:13])[CH:10]([CH3:12])[CH3:11])[CH:7]=[CH:6][CH:5]=1. The catalyst class is: 10. (2) Reactant: C1(P(C2C=CC=CC=2)C2C=CC=CC=2)C=CC=CC=1.[Cl:20][C:21]1[CH:26]=[CH:25][C:24]([C:27]2[CH:28]=[CH:29][C:30]([C:33]#[C:34][CH2:35][OH:36])=[N:31][CH:32]=2)=[CH:23][CH:22]=1.[N:37]1([CH2:42][C:43]2[CH:48]=[CH:47][C:46](O)=[CH:45][CH:44]=2)[CH2:41][CH2:40][CH2:39][CH2:38]1.N(C(OC(C)C)=O)=NC(OC(C)C)=O. Product: [Cl:20][C:21]1[CH:26]=[CH:25][C:24]([C:27]2[CH:28]=[CH:29][C:30]([C:33]#[C:34][CH2:35][O:36][C:46]3[CH:45]=[CH:44][C:43]([CH2:42][N:37]4[CH2:41][CH2:40][CH2:39][CH2:38]4)=[CH:48][CH:47]=3)=[N:31][CH:32]=2)=[CH:23][CH:22]=1. The catalyst class is: 1. (3) Reactant: Cl[C:2]1[C:11]2[N:12]=[C:13]([S:16][CH3:17])[N:14]=[CH:15][C:10]=2[C:9]2[CH:8]=[CH:7][C:6]([C:18]([O:20][CH3:21])=[O:19])=[CH:5][C:4]=2[N:3]=1.[C:22]1(B(O)O)[CH:27]=[CH:26][CH:25]=[CH:24][CH:23]=1.C(=O)([O-])[O-].[Cs+].[Cs+].O. Product: [CH3:17][S:16][C:13]1[N:14]=[CH:15][C:10]2[C:9]3[CH:8]=[CH:7][C:6]([C:18]([O:20][CH3:21])=[O:19])=[CH:5][C:4]=3[N:3]=[C:2]([C:22]3[CH:27]=[CH:26][CH:25]=[CH:24][CH:23]=3)[C:11]=2[N:12]=1. The catalyst class is: 75. (4) Reactant: C([N:8]1[CH2:13][CH2:12][CH:11]([N:14]2[C:19](=[O:20])[C:18]([CH2:21][C:22]3[CH:27]=[CH:26][C:25]([C:28]4[C:29]([C:34]#[N:35])=[CH:30][CH:31]=[CH:32][CH:33]=4)=[CH:24][CH:23]=3)=[C:17]([CH2:36][CH2:37][CH3:38])[N:16]3[N:39]=[CH:40][N:41]=[C:15]23)[CH2:10][CH2:9]1)C1C=CC=CC=1.O1CCCC1. Product: [O:20]=[C:19]1[C:18]([CH2:21][C:22]2[CH:23]=[CH:24][C:25]([C:28]3[C:29]([C:34]#[N:35])=[CH:30][CH:31]=[CH:32][CH:33]=3)=[CH:26][CH:27]=2)=[C:17]([CH2:36][CH2:37][CH3:38])[N:16]2[N:39]=[CH:40][N:41]=[C:15]2[N:14]1[CH:11]1[CH2:10][CH2:9][NH:8][CH2:13][CH2:12]1. The catalyst class is: 349. (5) Reactant: [Zn](CC)[CH2:2]C.C(O)(C(F)(F)F)=O.ICI.[CH3:16][O:17][C:18](=[O:32])[C:19]1[CH:24]=[C:23]([O:25][CH3:26])[C:22]([O:27][CH3:28])=[C:21]([CH2:29][CH:30]=[CH2:31])[CH:20]=1. Product: [CH3:16][O:17][C:18](=[O:32])[C:19]1[CH:24]=[C:23]([O:25][CH3:26])[C:22]([O:27][CH3:28])=[C:21]([CH2:29][CH:30]2[CH2:2][CH2:31]2)[CH:20]=1. The catalyst class is: 2.